Dataset: Full USPTO retrosynthesis dataset with 1.9M reactions from patents (1976-2016). Task: Predict the reactants needed to synthesize the given product. (1) Given the product [CH3:16][N:15]1[C:11]([C:9]2[S:10][C:3]3[C:4](=[N:5][CH:6]=[CH:7][C:2]=3[NH:31][C:27]3[CH:28]=[C:29]4[C:24](=[CH:25][CH:26]=3)[NH:23][C:22]([CH3:21])=[CH:30]4)[CH:8]=2)=[CH:12][N:13]=[C:14]1[C:17]([OH:20])([CH3:19])[CH3:18], predict the reactants needed to synthesize it. The reactants are: Cl[C:2]1[CH:7]=[CH:6][N:5]=[C:4]2[CH:8]=[C:9]([C:11]3[N:15]([CH3:16])[C:14]([C:17]([OH:20])([CH3:19])[CH3:18])=[N:13][CH:12]=3)[S:10][C:3]=12.[CH3:21][C:22]1[NH:23][C:24]2[C:29]([CH:30]=1)=[CH:28][C:27]([NH2:31])=[CH:26][CH:25]=2.ClC(Cl)C. (2) The reactants are: [CH2:1]=[CH:2][CH2:3][CH2:4][CH2:5][CH2:6][CH2:7][CH2:8][CH2:9][CH3:10].C([O:13][CH2:14][CH2:15][CH2:16][CH3:17])=C. Given the product [CH2:14]([O:13]/[CH:1]=[CH:2]\[CH2:3][CH2:4][CH2:5][CH2:6][CH2:7][CH2:8][CH2:9][CH3:10])[CH2:15][CH2:16][CH3:17], predict the reactants needed to synthesize it.